Task: Predict the reactants needed to synthesize the given product.. Dataset: Full USPTO retrosynthesis dataset with 1.9M reactions from patents (1976-2016) (1) Given the product [OH:7][C@H:4]1[CH2:5][CH2:6][N:2]([C:21]([CH:18]2[CH2:19][CH2:20][O:15][CH2:16][CH2:17]2)=[O:22])[CH2:3]1, predict the reactants needed to synthesize it. The reactants are: Cl.[NH:2]1[CH2:6][CH2:5][C@H:4]([OH:7])[CH2:3]1.C(N(CC)CC)C.[O:15]1[CH2:20][CH2:19][CH:18]([C:21](Cl)=[O:22])[CH2:17][CH2:16]1.CCOC(C)=O. (2) Given the product [CH3:1][C:2]1[CH:7]=[CH:6][C:5]([S:8]([O:11][CH2:12][C@@H:13]2[C@@H:14]([CH2:15][O:16][S:17]([C:20]3[CH:21]=[CH:22][C:23]([CH3:26])=[CH:24][CH:25]=3)(=[O:19])=[O:18])[O:27][CH2:33][O:28]2)(=[O:9])=[O:10])=[CH:4][CH:3]=1, predict the reactants needed to synthesize it. The reactants are: [CH3:1][C:2]1[CH:7]=[CH:6][C:5]([S:8]([O:11][CH2:12][C@@H:13]([OH:28])[C@H:14]([OH:27])[CH2:15][O:16][S:17]([C:20]2[CH:25]=[CH:24][C:23]([CH3:26])=[CH:22][CH:21]=2)(=[O:19])=[O:18])(=[O:10])=[O:9])=[CH:4][CH:3]=1.B(F)(F)F.[CH3:33]COCC.COCOC.